From a dataset of Reaction yield outcomes from USPTO patents with 853,638 reactions. Predict the reaction yield, written as a fraction of the theoretical maximum amount of product (1.0 means a 100% yield; for example, 0.34 means a 34% yield). (1) The reactants are [BH4-].[Na+].[F:3][C:4]1[CH:36]=[CH:35][C:7]([C:8]([CH2:10][N:11]2[CH:15]=[CH:14][N:13]=[C:12]2[CH2:16][O:17][Si:18]([C:31]([CH3:34])([CH3:33])[CH3:32])([C:25]2[CH:30]=[CH:29][CH:28]=[CH:27][CH:26]=2)[C:19]2[CH:24]=[CH:23][CH:22]=[CH:21][CH:20]=2)=[O:9])=[CH:6][CH:5]=1.Cl. The catalyst is CO. The product is [F:3][C:4]1[CH:36]=[CH:35][C:7]([CH:8]([OH:9])[CH2:10][N:11]2[CH:15]=[CH:14][N:13]=[C:12]2[CH2:16][O:17][Si:18]([C:31]([CH3:33])([CH3:32])[CH3:34])([C:19]2[CH:20]=[CH:21][CH:22]=[CH:23][CH:24]=2)[C:25]2[CH:30]=[CH:29][CH:28]=[CH:27][CH:26]=2)=[CH:6][CH:5]=1. The yield is 0.630. (2) The reactants are [CH2:1]([O:3][C:4]([C:6]1[C:7](Cl)=[C:8]2[CH:14]=C[NH:12][C:9]2=[N:10][CH:11]=1)=[O:5])[CH3:2].Cl.[Cl:17][C:18]1[CH:31]=[CH:30][C:21]([CH2:22][C:23]2([NH2:29])[CH2:28][CH2:27][NH:26][CH2:25][CH2:24]2)=[CH:20][CH:19]=1.C([N:34](CC)CC)C. The catalyst is C(O)CCC.C(OCC)(=O)C. The product is [CH2:1]([O:3][C:4]([C:6]1[C:7]([N:26]2[CH2:25][CH2:24][C:23]([NH2:29])([CH2:22][C:21]3[CH:20]=[CH:19][C:18]([Cl:17])=[CH:31][CH:30]=3)[CH2:28][CH2:27]2)=[C:8]2[CH:14]=[N:34][NH:12][C:9]2=[N:10][CH:11]=1)=[O:5])[CH3:2]. The yield is 0.870. (3) The reactants are I[CH2:2][CH2:3][CH2:4][CH2:5][CH2:6][C:7]([O:9][C:10]([CH3:13])([CH3:12])[CH3:11])=[O:8].[C:14]1([OH:20])[CH:19]=[CH:18][CH:17]=[CH:16][CH:15]=1.C([O-])([O-])=O.[K+].[K+]. The catalyst is CN(C=O)C. The product is [O:20]([CH2:2][CH2:3][CH2:4][CH2:5][CH2:6][C:7]([O:9][C:10]([CH3:13])([CH3:12])[CH3:11])=[O:8])[C:14]1[CH:19]=[CH:18][CH:17]=[CH:16][CH:15]=1. The yield is 0.930. (4) The reactants are FC(F)(F)S(O[C:7]1[CH2:12][CH2:11][CH2:10][C:9](=[O:13])[CH:8]=1)(=O)=O.[B:16]1([B:16]2[O:20][C:19]([CH3:22])([CH3:21])[C:18]([CH3:24])([CH3:23])[O:17]2)[O:20][C:19]([CH3:22])([CH3:21])[C:18]([CH3:24])([CH3:23])[O:17]1.C([O-])(=O)C.[K+].O. The catalyst is O1CCOCC1.C(OCC)C.C1C=CC(P([C]2[CH][CH][CH][CH]2)C2C=CC=CC=2)=CC=1.C1C=CC(P([C]2[CH][CH][CH][CH]2)C2C=CC=CC=2)=CC=1.Cl[Pd]Cl.[Fe]. The product is [CH3:21][C:19]1([CH3:22])[O:20][B:16]([C:7]2[CH2:12][CH2:11][CH2:10][C:9](=[O:13])[CH:8]=2)[O:17][C:18]1([CH3:24])[CH3:23]. The yield is 0.630. (5) The reactants are BrC1C=NC2C3C=CC(C(OC)=O)=CC=3NC=2C=1.[Br:19][C:20]1[CH:21]=[C:22]([N+:37]([O-])=O)[C:23]([C:26]2[CH:31]=[CH:30][C:29]([S:32]([CH3:35])(=[O:34])=[O:33])=[CH:28][C:27]=2[F:36])=[N:24][CH:25]=1. No catalyst specified. The product is [Br:19][C:20]1[CH:25]=[N:24][C:23]2[C:26]3[C:27]([F:36])=[CH:28][C:29]([S:32]([CH3:35])(=[O:34])=[O:33])=[CH:30][C:31]=3[NH:37][C:22]=2[CH:21]=1. The yield is 0.320. (6) The reactants are [O-]P([O-])([O-])=O.[K+].[K+].[K+].[NH:9]1[CH2:14][CH2:13][O:12][CH2:11][CH2:10]1.I[C:16]1[CH:21]=[CH:20][CH:19]=[CH:18][CH:17]=1.C(O)CO. The catalyst is [Cu]I.CCCCCC.C(OCC)(=O)C.CC(O)C. The product is [C:16]1([N:9]2[CH2:14][CH2:13][O:12][CH2:11][CH2:10]2)[CH:21]=[CH:20][CH:19]=[CH:18][CH:17]=1. The yield is 0.760. (7) The reactants are Br[C:2]1[CH:11]=[CH:10][C:5]([C:6]([O:8][CH3:9])=[O:7])=[C:4]([Cl:12])[CH:3]=1.[CH:13]1([C:16]#[CH:17])[CH2:15][CH2:14]1.CN(C=O)C. The product is [Cl:12][C:4]1[CH:3]=[C:2]([C:17]#[C:16][CH:13]2[CH2:15][CH2:14]2)[CH:11]=[CH:10][C:5]=1[C:6]([O:8][CH3:9])=[O:7]. The yield is 0.760. The catalyst is C1(C)C=CC=CC=1.CCN(CC)CC.[Cu]I.Cl[Pd](Cl)([P](C1C=CC=CC=1)(C1C=CC=CC=1)C1C=CC=CC=1)[P](C1C=CC=CC=1)(C1C=CC=CC=1)C1C=CC=CC=1. (8) The reactants are [Cl:1][C:2]1[CH:17]=[CH:16][C:5]([O:6][C:7]2[CH:12]=[CH:11][C:10]([C:13](=[O:15])[CH3:14])=[CH:9][CH:8]=2)=[C:4]([N+:18]([O-:20])=[O:19])[CH:3]=1.[BH4-].[Na+]. The catalyst is C(O)C. The product is [Cl:1][C:2]1[CH:17]=[CH:16][C:5]([O:6][C:7]2[CH:8]=[CH:9][C:10]([CH:13]([OH:15])[CH3:14])=[CH:11][CH:12]=2)=[C:4]([N+:18]([O-:20])=[O:19])[CH:3]=1. The yield is 0.900. (9) The reactants are [CH3:1][NH:2][CH:3]1[CH2:8][CH2:7][N:6]([C:9]([O:11][C:12]([CH3:15])([CH3:14])[CH3:13])=[O:10])[CH2:5][CH2:4]1.[CH:16](=O)[C:17]1[CH:22]=[CH:21][CH:20]=[CH:19][CH:18]=1.[BH-](OC(C)=O)(OC(C)=O)OC(C)=O.[Na+]. The catalyst is C(Cl)Cl. The product is [CH2:16]([N:2]([CH3:1])[CH:3]1[CH2:4][CH2:5][N:6]([C:9]([O:11][C:12]([CH3:14])([CH3:13])[CH3:15])=[O:10])[CH2:7][CH2:8]1)[C:17]1[CH:22]=[CH:21][CH:20]=[CH:19][CH:18]=1. The yield is 0.280. (10) The product is [F:8][C:7]1[CH:6]=[CH:5][C:4]([N:9]2[C:13]3[C:14](=[O:31])[N:15]([C:18]4[CH:19]=[CH:20][C:21]([N:24]5[CH2:29][CH2:28][CH2:27][CH2:26][C:25]5=[O:30])=[CH:22][CH:23]=4)[CH2:16][CH2:17][C:12]=3[C:11]([C:32]([F:35])([F:34])[F:33])=[N:10]2)=[CH:3][C:2]=1[C:37]#[N:39]. The yield is 0.500. The catalyst is [C-]#N.[C-]#N.[Zn+2].C1C=CC(/C=C/C(/C=C/C2C=CC=CC=2)=O)=CC=1.C1C=CC(/C=C/C(/C=C/C2C=CC=CC=2)=O)=CC=1.C1C=CC(/C=C/C(/C=C/C2C=CC=CC=2)=O)=CC=1.[Pd].[Pd].C1C=CC(P(C2C=CC=CC=2)[C-]2C=CC=C2)=CC=1.C1C=CC(P(C2C=CC=CC=2)[C-]2C=CC=C2)=CC=1.[Fe+2].[Zn]. The reactants are Cl[C:2]1[CH:3]=[C:4]([N:9]2[C:13]3[C:14](=[O:31])[N:15]([C:18]4[CH:23]=[CH:22][C:21]([N:24]5[CH2:29][CH2:28][CH2:27][CH2:26][C:25]5=[O:30])=[CH:20][CH:19]=4)[CH2:16][CH2:17][C:12]=3[C:11]([C:32]([F:35])([F:34])[F:33])=[N:10]2)[CH:5]=[CH:6][C:7]=1[F:8].C[C:37]([N:39](C)C)=O.